Task: Predict the reaction yield, written as a fraction of the theoretical maximum amount of product (1.0 means a 100% yield; for example, 0.34 means a 34% yield).. Dataset: Reaction yield outcomes from USPTO patents with 853,638 reactions (1) The reactants are [Cl:1][C:2]1[N:3]=[C:4]([N:7]2[CH2:12][CH2:11][O:10][CH2:9][CH2:8]2)[S:5][CH:6]=1.C(=O)([O-])[O-].[Cs+].[Cs+].C1(P(C2C=CC=CC=2)C2C=CC=CC=2)C=CC=CC=1.I[C:39]1[CH:40]=[C:41]2[C:46](=[CH:47][CH:48]=1)[N:45]=[C:44]([C:49]1[CH:50]=[N:51][CH:52]=[CH:53][CH:54]=1)[N:43]=[C:42]2[NH:55][CH3:56]. The catalyst is CN(C=O)C.C([O-])(=O)C.[Pd+2].C([O-])(=O)C.[Cu]I.O. The product is [Cl:1][C:2]1[N:3]=[C:4]([N:7]2[CH2:8][CH2:9][O:10][CH2:11][CH2:12]2)[S:5][C:6]=1[C:39]1[CH:40]=[C:41]2[C:46](=[CH:47][CH:48]=1)[N:45]=[C:44]([C:49]1[CH:50]=[N:51][CH:52]=[CH:53][CH:54]=1)[N:43]=[C:42]2[NH:55][CH3:56]. The yield is 0.567. (2) The reactants are [C:1]([OH:12])(=O)[CH2:2][CH2:3][CH2:4][CH2:5][CH2:6][CH2:7][CH2:8][CH2:9][CH3:10].CN(C=O)C.C(Cl)(=O)C(Cl)=O.[Br:24][C:25]1[CH:31]=[CH:30][CH:29]=[CH:28][C:26]=1[NH2:27].CCN(CC)CC. The yield is 0.700. The product is [Br:24][C:25]1[CH:31]=[CH:30][CH:29]=[CH:28][C:26]=1[NH:27][C:1](=[O:12])[CH2:2][CH2:3][CH2:4][CH2:5][CH2:6][CH2:7][CH2:8][CH2:9][CH3:10]. The catalyst is C(Cl)Cl.CN(C1C=CN=CC=1)C. (3) The reactants are O[N:2]=[C:3]([C:5]1[CH:6]=[C:7]([CH:11]=[CH:12][CH:13]=1)[C:8]([OH:10])=[O:9])[CH3:4].[ClH:14]. The catalyst is [Pd].C(O)C. The product is [ClH:14].[NH2:2][CH:3]([C:5]1[CH:6]=[C:7]([CH:11]=[CH:12][CH:13]=1)[C:8]([OH:10])=[O:9])[CH3:4]. The yield is 0.940. (4) The reactants are [C:1]([O:5][C:6]([N:8]1[CH2:16][CH2:15][CH:11]([C:12](O)=[O:13])[CH2:10][CH2:9]1)=[O:7])([CH3:4])([CH3:3])[CH3:2].CN1CCOCC1.ClC(OCC)=O.[BH4-].[Na+]. The catalyst is O1CCCC1.CO. The product is [C:1]([O:5][C:6]([N:8]1[CH2:16][CH2:15][CH:11]([CH2:12][OH:13])[CH2:10][CH2:9]1)=[O:7])([CH3:4])([CH3:3])[CH3:2]. The yield is 0.900. (5) The yield is 0.800. The product is [Br:10][C:11]1[CH:12]=[C:13]([NH:17][C:29](=[O:30])[C:28]2[CH:32]=[CH:33][C:25]([CH2:24][N:18]3[CH2:23][CH2:22][CH2:21][CH2:20][CH2:19]3)=[CH:26][CH:27]=2)[CH:14]=[CH:15][CH:16]=1. The catalyst is CN(C=O)C. The reactants are CCN(C(C)C)C(C)C.[Br:10][C:11]1[CH:12]=[C:13]([NH2:17])[CH:14]=[CH:15][CH:16]=1.[N:18]1([CH2:24][C:25]2[CH:33]=[CH:32][C:28]([C:29](O)=[O:30])=[CH:27][CH:26]=2)[CH2:23][CH2:22][CH2:21][CH2:20][CH2:19]1.F[P-](F)(F)(F)(F)F.N1(O[P+](N(C)C)(N(C)C)N(C)C)C2C=CC=CC=2N=N1. (6) The product is [CH3:14][O:13][C:9]1[CH:8]=[C:7]2[C:12](=[CH:11][CH:10]=1)[N:4]([CH2:3][CH2:2][N:29]1[CH2:30][CH2:31][N:26]([CH3:25])[CH2:27][CH2:28]1)[C:5]([C:17]1[C:18]([CH3:24])=[N:19][N:20]([CH3:23])[C:21]=1[CH3:22])=[C:6]2[CH:15]=[O:16]. The reactants are Cl[CH2:2][CH2:3][N:4]1[C:12]2[C:7](=[CH:8][C:9]([O:13][CH3:14])=[CH:10][CH:11]=2)[C:6]([CH:15]=[O:16])=[C:5]1[C:17]1[C:18]([CH3:24])=[N:19][N:20]([CH3:23])[C:21]=1[CH3:22].[CH3:25][N:26]1[CH2:31][CH2:30][NH:29][CH2:28][CH2:27]1. No catalyst specified. The yield is 0.400. (7) The yield is 0.976. The catalyst is O1CCCC1.O. The product is [Cl:18][C:13]1[CH:12]=[C:11]([C:9]2[C:8]([O:19][CH2:20][C:21]([F:23])([F:24])[F:22])=[CH:7][N:6]=[C:5]([C:3]([OH:4])=[O:2])[N:10]=2)[CH:16]=[CH:15][C:14]=1[Cl:17]. The reactants are C[O:2][C:3]([C:5]1[N:10]=[C:9]([C:11]2[CH:16]=[CH:15][C:14]([Cl:17])=[C:13]([Cl:18])[CH:12]=2)[C:8]([O:19][CH2:20][C:21]([F:24])([F:23])[F:22])=[CH:7][N:6]=1)=[O:4].[OH-].[Li+].Cl. (8) The reactants are [O:1]=[C:2]1[NH:6][C:5]2[CH:7]=[CH:8][C:9]([CH:11]=[O:12])=[CH:10][C:4]=2[O:3]1.[Br:13][CH2:14][CH2:15][CH2:16]O.C1(P(C2C=CC=CC=2)C2C=CC=CC=2)C=CC=CC=1.C1(C)C=CC=CC=1.CCOC(/N=N/C(OCC)=O)=O. The catalyst is C1COCC1. The product is [Br:13][CH2:14][CH2:15][CH2:16][N:6]1[C:5]2[CH:7]=[CH:8][C:9]([CH:11]=[O:12])=[CH:10][C:4]=2[O:3][C:2]1=[O:1]. The yield is 0.580.